Dataset: Catalyst prediction with 721,799 reactions and 888 catalyst types from USPTO. Task: Predict which catalyst facilitates the given reaction. (1) Reactant: Cl[CH2:2][CH2:3][O:4][C:5]1[CH:14]=[C:13]2[C:8]([C:9]([O:15][C:16]3[CH:21]=[CH:20][C:19]([CH3:22])=[CH:18][C:17]=3[C:23]([C:25]3[CH:30]=[CH:29][CH:28]=[CH:27][CH:26]=3)=[O:24])=[CH:10][CH:11]=[N:12]2)=[CH:7][C:6]=1[O:31][CH3:32].[NH:33]1[CH2:38][CH2:37][CH:36]([CH2:39][OH:40])[CH2:35][CH2:34]1.C(=O)([O-])[O-].[K+].[K+].O. Product: [OH:40][CH2:39][CH:36]1[CH2:37][CH2:38][N:33]([CH2:2][CH2:3][O:4][C:5]2[CH:14]=[C:13]3[C:8]([C:9]([O:15][C:16]4[CH:21]=[CH:20][C:19]([CH3:22])=[CH:18][C:17]=4[C:23]([C:25]4[CH:30]=[CH:29][CH:28]=[CH:27][CH:26]=4)=[O:24])=[CH:10][CH:11]=[N:12]3)=[CH:7][C:6]=2[O:31][CH3:32])[CH2:34][CH2:35]1. The catalyst class is: 9. (2) Reactant: N[C:2]1[CH:3]=[C:4]2[C:9](=[CH:10][C:11]=1[O:12][CH3:13])[CH:8]([C:14]1[CH:19]=[CH:18][C:17]([N+:20]([O-:22])=[O:21])=[CH:16][CH:15]=1)[O:7][CH:6]([CH3:23])[CH2:5]2.N([O-])=O.[Na+].O[PH2]=O. Product: [CH3:23][CH:6]1[CH2:5][C:4]2[C:9](=[CH:10][C:11]([O:12][CH3:13])=[CH:2][CH:3]=2)[CH:8]([C:14]2[CH:19]=[CH:18][C:17]([N+:20]([O-:22])=[O:21])=[CH:16][CH:15]=2)[O:7]1. The catalyst class is: 82. (3) Reactant: [F:1][C:2]1[CH:9]=[CH:8][C:5]([CH2:6][NH2:7])=[CH:4][CH:3]=1.C(N(C(C)C)CC)(C)C.CN1CCCC1=O.Cl[C:27]1[N:32]=[C:31]([NH:33][C:34]2[CH:39]=[CH:38][CH:37]=[CH:36][CH:35]=2)[N:30]=[C:29]([NH:40][C:41]2[CH:46]=[CH:45][CH:44]=[CH:43][CH:42]=2)[N:28]=1. Product: [C:41]1([NH:40][C:29]2[N:30]=[C:31]([NH:33][C:34]3[CH:35]=[CH:36][CH:37]=[CH:38][CH:39]=3)[N:32]=[C:27]([NH:7][CH2:6][C:5]3[CH:8]=[CH:9][C:2]([F:1])=[CH:3][CH:4]=3)[N:28]=2)[CH:46]=[CH:45][CH:44]=[CH:43][CH:42]=1. The catalyst class is: 10. (4) Reactant: [H-].[Na+].[C:3]1([CH:9]2[CH2:15][NH:14][C:13](=[O:16])[CH2:12][CH2:11][CH2:10]2)[CH:8]=[CH:7][CH:6]=[CH:5][CH:4]=1.[CH:17]1([CH2:20]Br)[CH2:19][CH2:18]1. Product: [CH:17]1([CH2:20][N:14]2[CH2:15][CH:9]([C:3]3[CH:4]=[CH:5][CH:6]=[CH:7][CH:8]=3)[CH2:10][CH2:11][CH2:12][C:13]2=[O:16])[CH2:19][CH2:18]1. The catalyst class is: 9. (5) Reactant: F[C:2]1[CH:7]=[CH:6][CH:5]=[CH:4][C:3]=1[N+:8]([O-:10])=[O:9].[OH:11][CH2:12][CH2:13][C:14]1[CH:19]=[CH:18][CH:17]=[CH:16][N:15]=1.C(=O)([O-])[O-].[Cs+].[Cs+]. Product: [N+:8]([C:3]1[CH:4]=[CH:5][CH:6]=[CH:7][C:2]=1[O:11][CH2:12][CH2:13][C:14]1[CH:19]=[CH:18][CH:17]=[CH:16][N:15]=1)([O-:10])=[O:9]. The catalyst class is: 9. (6) Reactant: [NH2:1][C:2]1[CH:10]=[CH:9][C:5]([C:6]([NH2:8])=[O:7])=[CH:4][C:3]=1[O:11][CH2:12][CH3:13].Cl[C:15]1[C:16]2[C:23]([CH3:24])=[C:22]([C:25]([O:27][CH3:28])=[O:26])[S:21][C:17]=2[N:18]=[CH:19][N:20]=1.C1(C)C=CC(S(O)(=O)=O)=CC=1.[OH-].[NH4+].O. Product: [C:6]([C:5]1[CH:9]=[CH:10][C:2]([NH:1][C:15]2[C:16]3[C:23]([CH3:24])=[C:22]([C:25]([O:27][CH3:28])=[O:26])[S:21][C:17]=3[N:18]=[CH:19][N:20]=2)=[C:3]([O:11][CH2:12][CH3:13])[CH:4]=1)(=[O:7])[NH2:8]. The catalyst class is: 12.